From a dataset of Peptide-MHC class II binding affinity with 134,281 pairs from IEDB. Regression. Given a peptide amino acid sequence and an MHC pseudo amino acid sequence, predict their binding affinity value. This is MHC class II binding data. (1) The peptide sequence is ITMLTNGQCQNITVV. The MHC is HLA-DPA10201-DPB10101 with pseudo-sequence HLA-DPA10201-DPB10101. The binding affinity (normalized) is 0.396. (2) The peptide sequence is AFKVAATAANAAPGN. The MHC is DRB1_0401 with pseudo-sequence DRB1_0401. The binding affinity (normalized) is 0.788. (3) The binding affinity (normalized) is 0.651. The MHC is DRB1_0401 with pseudo-sequence DRB1_0401. The peptide sequence is GLLQIVDKIDAAFKI. (4) The peptide sequence is KPTAAGPKDNGGACG. The MHC is DRB1_1001 with pseudo-sequence DRB1_1001. The binding affinity (normalized) is 0. (5) The peptide sequence is LLVKYAAGDGNIVAV. The MHC is HLA-DPA10301-DPB10402 with pseudo-sequence HLA-DPA10301-DPB10402. The binding affinity (normalized) is 0.0659. (6) The peptide sequence is WDTRITEADLDDEQE. The MHC is HLA-DQA10501-DQB10302 with pseudo-sequence HLA-DQA10501-DQB10302. The binding affinity (normalized) is 0.324. (7) The peptide sequence is ILFSYFQDLVITLPF. The MHC is DRB1_0901 with pseudo-sequence DRB1_0901. The binding affinity (normalized) is 0.351. (8) The peptide sequence is SQDKELSWNLNGLQAY. The MHC is DRB1_0401 with pseudo-sequence DRB1_0401. The binding affinity (normalized) is 0.357. (9) The peptide sequence is EKKYFAATQTEPLAA. The MHC is DRB1_0701 with pseudo-sequence DRB1_0701. The binding affinity (normalized) is 0.828.